Predict the product of the given reaction. From a dataset of Forward reaction prediction with 1.9M reactions from USPTO patents (1976-2016). (1) Given the reactants [CH3:1][O:2][C:3]1[CH:8]=[CH:7][C:6]([C:9]2[C:13]([CH3:14])=[C:12]([C:15]([O:17][CH2:18][CH3:19])=[O:16])[O:11][N:10]=2)=[CH:5][CH:4]=1.C1C(=O)N([Br:27])C(=O)C1.C(OOC(=O)C1C=CC=CC=1)(=O)C1C=CC=CC=1, predict the reaction product. The product is: [Br:27][CH2:14][C:13]1[C:9]([C:6]2[CH:5]=[CH:4][C:3]([O:2][CH3:1])=[CH:8][CH:7]=2)=[N:10][O:11][C:12]=1[C:15]([O:17][CH2:18][CH3:19])=[O:16]. (2) Given the reactants C(OC([NH:11][C@H:12]([CH3:22])[CH2:13][CH2:14][C:15]([O:17][C:18]([CH3:21])([CH3:20])[CH3:19])=[O:16])=O)C1C=CC=CC=1, predict the reaction product. The product is: [NH2:11][C@H:12]([CH3:22])[CH2:13][CH2:14][C:15]([O:17][C:18]([CH3:21])([CH3:20])[CH3:19])=[O:16]. (3) Given the reactants [N:1]([C:4]1[CH:5]=[CH:6][C:7]([CH3:30])=[C:8]([C:10]([C:12]2[CH:17]=[CH:16][C:15]([NH:18][C:19]3[CH:24]=[CH:23][C:22](C(F)(F)F)=[CH:21][CH:20]=3)=[CH:14][C:13]=2[Cl:29])=[O:11])[CH:9]=1)=[N+:2]=[N-:3].NC1C=CC(C)=C([C:38](C2C=CC(NC3C=CC=CC=3OC)=CC=2Cl)=[O:39])C=1, predict the reaction product. The product is: [N:1]([C:4]1[CH:5]=[CH:6][C:7]([CH3:30])=[C:8]([C:10]([C:12]2[CH:17]=[CH:16][C:15]([NH:18][C:19]3[CH:24]=[CH:23][CH:22]=[CH:21][C:20]=3[O:39][CH3:38])=[CH:14][C:13]=2[Cl:29])=[O:11])[CH:9]=1)=[N+:2]=[N-:3]. (4) Given the reactants [C:1]1([CH2:7][O-:8])[CH:6]=[CH:5][CH:4]=[CH:3][CH:2]=1.[Na+].C1(CO)C=CC=CC=1.[H-].[Na+].[Cl:20][C:21]1[NH:22][C:23](Cl)=[C:24]2[C:28]([N:29]=1)=[N:27][CH:26]=[N:25]2, predict the reaction product. The product is: [Cl:20][C:21]1[NH:22][C:23]([O:8][CH2:7][C:1]2[CH:6]=[CH:5][CH:4]=[CH:3][CH:2]=2)=[C:24]2[C:28]([N:29]=1)=[N:27][CH:26]=[N:25]2. (5) Given the reactants [C:1]1([C@@H:7]2[C:9]3([CH2:13][CH2:12][CH2:11][CH2:10]3)[C@H:8]2[C:14]([OH:16])=O)[CH:6]=[CH:5][CH:4]=[CH:3][CH:2]=1.[Cl:17][C:18]1[CH:23]=[C:22]([C:24]([F:27])([F:26])[F:25])[CH:21]=[CH:20][C:19]=1[NH2:28], predict the reaction product. The product is: [C:1]1([C@@H:7]2[C:9]3([CH2:10][CH2:11][CH2:12][CH2:13]3)[C@H:8]2[C:14]([NH:28][C:19]2[CH:20]=[CH:21][C:22]([C:24]([F:25])([F:26])[F:27])=[CH:23][C:18]=2[Cl:17])=[O:16])[CH:2]=[CH:3][CH:4]=[CH:5][CH:6]=1. (6) Given the reactants [F:1][C:2]([F:23])([F:22])[C:3]1[CH:17]=[C:16]([C:18]([F:21])([F:20])[F:19])[CH:15]=[CH:14][C:4]=1[CH2:5][N:6]1[CH2:11][CH2:10][CH:9]([CH:12]=O)[CH2:8][CH2:7]1.[CH:24]1([CH2:27][NH:28][C:29]2[CH2:33][S:32][C:31](=[O:34])[N:30]=2)[CH2:26][CH2:25]1.CC(C)([O-])C.[K+], predict the reaction product. The product is: [F:23][C:2]([F:1])([F:22])[C:3]1[CH:17]=[C:16]([C:18]([F:21])([F:20])[F:19])[CH:15]=[CH:14][C:4]=1[CH2:5][N:6]1[CH2:11][CH2:10][CH:9](/[CH:12]=[C:33]2/[C:29]([NH:28][CH2:27][CH:24]3[CH2:25][CH2:26]3)=[N:30][C:31](=[O:34])[S:32]/2)[CH2:8][CH2:7]1. (7) Given the reactants [CH2:1]([N:8]1[C:16]2[C:11](=[CH:12][C:13]([C:17]([OH:26])([C:22]([F:25])([F:24])[F:23])[C:18]([F:21])([F:20])[F:19])=[CH:14][CH:15]=2)[CH2:10][CH2:9]1)[C:2]1[CH:7]=[CH:6][CH:5]=[CH:4][CH:3]=1, predict the reaction product. The product is: [CH2:1]([N:8]1[C:16]2[C:11](=[CH:12][C:13]([C:17]([OH:26])([C:18]([F:21])([F:19])[F:20])[C:22]([F:23])([F:24])[F:25])=[CH:14][CH:15]=2)[CH:10]=[CH:9]1)[C:2]1[CH:3]=[CH:4][CH:5]=[CH:6][CH:7]=1.